From a dataset of Catalyst prediction with 721,799 reactions and 888 catalyst types from USPTO. Predict which catalyst facilitates the given reaction. (1) Reactant: Br[C:2]1[CH:7]=[CH:6][C:5](/[CH:8]=[CH:9]/[C:10]([O:12][CH2:13][CH3:14])=[O:11])=[CH:4][CH:3]=1.C1(P(C2CCCCC2)C2C=CC=CC=2C2C(N(C)C)=CC=CC=2)CCCCC1.C(=O)([O-])[O-].[Cs+].[Cs+].[CH2:49]([N:56]1[CH2:60][CH2:59][C@@H:58]([NH2:61])[CH2:57]1)[C:50]1[CH:55]=[CH:54][CH:53]=[CH:52][CH:51]=1.[NH4+].[Cl-]. Product: [CH2:49]([N:56]1[CH2:60][CH2:59][C@@H:58]([NH:61][C:2]2[CH:7]=[CH:6][C:5](/[CH:8]=[CH:9]/[C:10]([O:12][CH2:13][CH3:14])=[O:11])=[CH:4][CH:3]=2)[CH2:57]1)[C:50]1[CH:51]=[CH:52][CH:53]=[CH:54][CH:55]=1. The catalyst class is: 160. (2) Reactant: [CH3:1][O:2][C:3]1[CH:8]=[CH:7][C:6]([CH2:9][C:10]([NH:12][C:13]2[CH:55]=[CH:54][C:16]([C:17]([N:19]([CH2:46][C:47]([O:49]C(C)(C)C)=[O:48])[CH2:20][C:21]3[CH:26]=[CH:25][C:24]([C:27]([NH:29][NH:30][C:31]([C:33]4[CH:38]=[CH:37][C:36]([C:39]5[CH:44]=[CH:43][C:42]([CH3:45])=[CH:41][CH:40]=5)=[CH:35][CH:34]=4)=[O:32])=O)=[CH:23][CH:22]=3)=[O:18])=[CH:15][CH:14]=2)=[O:11])=[C:5]([C:56]([F:59])([F:58])[F:57])[CH:4]=1.C(N(CC)CC)C.[Cl-].ClC1N(C)CC[NH+]1C. Product: [CH3:1][O:2][C:3]1[CH:8]=[CH:7][C:6]([CH2:9][C:10]([NH:12][C:13]2[CH:14]=[CH:15][C:16]([C:17]([N:19]([CH2:46][C:47]([OH:49])=[O:48])[CH2:20][C:21]3[CH:22]=[CH:23][C:24]([C:27]4[O:32][C:31]([C:33]5[CH:38]=[CH:37][C:36]([C:39]6[CH:40]=[CH:41][C:42]([CH3:45])=[CH:43][CH:44]=6)=[CH:35][CH:34]=5)=[N:30][N:29]=4)=[CH:25][CH:26]=3)=[O:18])=[CH:54][CH:55]=2)=[O:11])=[C:5]([C:56]([F:58])([F:57])[F:59])[CH:4]=1. The catalyst class is: 2. (3) Reactant: Cl.[NH2:2][C:3]1[CH:4]=[C:5]([CH:15]=[CH:16][CH:17]=1)[CH2:6][CH2:7][NH:8][C:9](=[O:14])[C:10]([F:13])([F:12])[F:11].[N:18]([O-])=O.[Na+].O.O.Cl[Sn]Cl. Product: [NH:2]([C:3]1[CH:4]=[C:5]([CH:15]=[CH:16][CH:17]=1)[CH2:6][CH2:7][NH:8][C:9](=[O:14])[C:10]([F:11])([F:12])[F:13])[NH2:18]. The catalyst class is: 126. (4) Reactant: [OH-].[Na+].C([O:5][C:6](=[O:58])[C@@H:7]([CH3:57])[CH2:8][C@@H:9]([NH:17][C:18]([C:20]1[N:21]=[C:22]([C@H:25]([OH:56])[CH2:26][C@@H:27]([N:31]([CH3:55])[C:32](=[O:54])[C@@H:33]([NH:38][C:39]([C@H:41]2[CH2:46][CH2:45][CH2:44][CH2:43][N:42]2[C:47]([O:49][C:50]([CH3:53])([CH3:52])[CH3:51])=[O:48])=[O:40])[C@@H:34]([CH3:37])[CH2:35][CH3:36])[CH:28]([CH3:30])[CH3:29])[S:23][CH:24]=1)=[O:19])[CH2:10][C:11]1[CH:16]=[CH:15][CH:14]=[CH:13][CH:12]=1)C. Product: [C:50]([O:49][C:47]([N:42]1[CH2:43][CH2:44][CH2:45][CH2:46][C@@H:41]1[C:39]([NH:38][C@@H:33]([C@@H:34]([CH3:37])[CH2:35][CH3:36])[C:32]([N:31]([C@@H:27]([CH:28]([CH3:29])[CH3:30])[CH2:26][C@H:25]([C:22]1[S:23][CH:24]=[C:20]([C:18]([NH:17][C@@H:9]([CH2:10][C:11]2[CH:16]=[CH:15][CH:14]=[CH:13][CH:12]=2)[CH2:8][C@H:7]([CH3:57])[C:6]([OH:58])=[O:5])=[O:19])[N:21]=1)[OH:56])[CH3:55])=[O:54])=[O:40])=[O:48])([CH3:52])([CH3:51])[CH3:53]. The catalyst class is: 5. (5) Reactant: [NH:1]1[C:5]2[CH:6]=[CH:7][C:8]([NH2:10])=[CH:9][C:4]=2[N:3]=[CH:2]1.[O:11]1[CH2:16][CH2:15][N:14]([C:17]2[CH:24]=[CH:23][C:20]([CH:21]=O)=[CH:19][CH:18]=2)[CH2:13][CH2:12]1.[Si](C#N)(C)(C)C.[N:31]1([C:36](N2C=CN=C2)=[O:37])C=CN=[CH:32]1. Product: [NH:1]1[C:5]2[CH:6]=[CH:7][C:8]([N:10]3[CH:21]([C:20]4[CH:23]=[CH:24][C:17]([N:14]5[CH2:15][CH2:16][O:11][CH2:12][CH2:13]5)=[CH:18][CH:19]=4)[CH2:32][NH:31][C:36]3=[O:37])=[CH:9][C:4]=2[N:3]=[CH:2]1. The catalyst class is: 45. (6) Product: [C:1]([O:9][C@@H:10]1[CH2:18][C@@H:13]2[O:14][C:15](=[O:17])[CH2:16][C@@H:12]2[C@H:11]1/[CH:19]=[CH:20]/[C@@H:21]([OH:31])[CH2:22][O:23][C:24]1[CH:29]=[CH:28][CH:27]=[C:26]([Cl:30])[CH:25]=1)(=[O:8])[C:2]1[CH:3]=[CH:4][CH:5]=[CH:6][CH:7]=1. The catalyst class is: 1. Reactant: [C:1]([O:9][C@@H:10]1[CH2:18][C@@H:13]2[O:14][C:15](=[O:17])[CH2:16][C@@H:12]2[C@H:11]1/[CH:19]=[CH:20]/[C:21](=[O:31])[CH2:22][O:23][C:24]1[CH:29]=[CH:28][CH:27]=[C:26]([Cl:30])[CH:25]=1)(=[O:8])[C:2]1[CH:7]=[CH:6][CH:5]=[CH:4][CH:3]=1.B(Cl)([C@H]1[C@H](C)[C@@H]2C(C)(C)[C@@H](C2)C1)[C@H]1[C@H](C)[C@@H]2C(C)(C)[C@@H](C2)C1. (7) Reactant: [CH2:1]([O:8][C:9](=[O:38])[C@@H:10]1[CH2:14][CH2:13][CH2:12][N:11]1[C:15](=[O:37])[CH2:16][CH2:17][C:18](=[O:36])[C@@H:19]([NH:27][C:28](=[O:35])[C:29]1[CH:34]=[CH:33][CH:32]=[CH:31][CH:30]=1)[CH2:20][C:21]1[CH:26]=[CH:25][CH:24]=[CH:23][CH:22]=1)C1C=CC=CC=1.C(N[C@@H](CC1C=CC=CC=1)C(=O)CCC(O)=O)(=O)C1C=CC=CC=1.COC(=O)[C@H](CC1[C:77]2[C:72](=[CH:73][CH:74]=[CH:75][CH:76]=2)[NH:71]C=1)N.O.ON1C2C=CC=CC=2N=N1.Cl.C(N=C=NCCCN(C)C)C.CCN(C(C)C)C(C)C. Product: [CH3:1][O:8][C:9](=[O:38])[C@H:10]([CH2:14][C:13]1[C:77]2[C:72](=[CH:73][CH:74]=[CH:75][CH:76]=2)[NH:71][CH:12]=1)[NH:11][C:15](=[O:37])[CH2:16][CH2:17][C:18](=[O:36])[C@@H:19]([NH:27][C:28](=[O:35])[C:29]1[CH:34]=[CH:33][CH:32]=[CH:31][CH:30]=1)[CH2:20][C:21]1[CH:26]=[CH:25][CH:24]=[CH:23][CH:22]=1. The catalyst class is: 85. (8) Reactant: [CH:1]1([S:4]([NH2:7])(=[O:6])=[O:5])[CH2:3][CH2:2]1.C(=O)([O-])[O-].[K+].[K+].Cl[C:15]([O:17][CH2:18][CH3:19])=[O:16].Cl. Product: [CH:1]1([S:4]([NH:7][C:15](=[O:16])[O:17][CH2:18][CH3:19])(=[O:6])=[O:5])[CH2:3][CH2:2]1. The catalyst class is: 95. (9) Reactant: [CH3:1][O:2][C:3]1[C:4]2[N:5]([N:15]=[CH:16][CH:17]=2)[CH:6]=[C:7]([C:9]2[CH:10]=[N:11][N:12]([CH3:14])[CH:13]=2)[CH:8]=1.[I:18]N1C(=O)CCC1=O. Product: [I:18][C:17]1[CH:16]=[N:15][N:5]2[CH:6]=[C:7]([C:9]3[CH:10]=[N:11][N:12]([CH3:14])[CH:13]=3)[CH:8]=[C:3]([O:2][CH3:1])[C:4]=12. The catalyst class is: 245. (10) Reactant: C[O:2][C:3](=[O:23])[CH:4]([N:11]1[C:19]2[C:14](=[CH:15][CH:16]=[C:17]([Br:20])[CH:18]=2)[C:13](=[O:21])[C:12]1=[O:22])[CH2:5][CH:6]1[CH2:10][CH2:9][CH2:8][CH2:7]1.O.[OH-].[Li+]. Product: [Br:20][C:17]1[CH:18]=[C:19]2[C:14]([C:13](=[O:21])[C:12](=[O:22])[N:11]2[CH:4]([CH2:5][CH:6]2[CH2:7][CH2:8][CH2:9][CH2:10]2)[C:3]([OH:23])=[O:2])=[CH:15][CH:16]=1. The catalyst class is: 30.